This data is from Catalyst prediction with 721,799 reactions and 888 catalyst types from USPTO. The task is: Predict which catalyst facilitates the given reaction. (1) Reactant: [NH2:1][C@@H:2]1[CH2:11][C@@H:10]2[C@:5]([CH3:14])([CH2:6][CH2:7][CH2:8][C:9]2([CH3:13])[CH3:12])[C@@H:4]([C:15]([C:17]2[CH:18]=[C:19]([OH:24])[CH:20]=[C:21]([OH:23])[CH:22]=2)=[O:16])[C@@H:3]1[CH3:25].F[B-](F)(F)F.N1(OC(N(C)C)=[N+](C)C)C2C=CC=CC=2N=N1.[NH2:48][C:49]1[CH:57]=[CH:56][C:52]([C:53](O)=[O:54])=[CH:51][N:50]=1.C(N(CC)C(C)C)(C)C. Product: [OH:24][C:19]1[CH:18]=[C:17]([C:15]([C@@H:4]2[C@:5]3([CH3:14])[C@H:10]([C:9]([CH3:13])([CH3:12])[CH2:8][CH2:7][CH2:6]3)[CH2:11][C@@H:2]([NH:1][C:53]([C:52]3[CH:51]=[N:50][C:49]([NH2:48])=[CH:57][CH:56]=3)=[O:54])[C@H:3]2[CH3:25])=[O:16])[CH:22]=[C:21]([OH:23])[CH:20]=1. The catalyst class is: 3. (2) Reactant: [N+:1]([C:4]1[CH:5]=[CH:6][C:7]([C:10]([OH:12])=O)=[N:8][CH:9]=1)([O-:3])=[O:2].[NH:13]1[CH2:17][CH2:16][CH2:15][CH2:14]1.CCN(C(C)C)C(C)C.CN(C(ON1N=NC2C=CC=NC1=2)=[N+](C)C)C.F[P-](F)(F)(F)(F)F. Product: [N+:1]([C:4]1[CH:5]=[CH:6][C:7]([C:10]([N:13]2[CH2:17][CH2:16][CH2:15][CH2:14]2)=[O:12])=[N:8][CH:9]=1)([O-:3])=[O:2]. The catalyst class is: 3. (3) Reactant: [O-2:1].[Fe+2:2].[Fe:3](Cl)Cl.[NH4+].[NH4+].[O-:8][Mo:9]([O-])(=O)=O. Product: [OH-:8].[Fe+2:3].[OH-:1].[O-2:8].[Fe+2:2].[OH-:8].[Mo+4:9].[OH-:8].[OH-:8].[OH-:8].[Mo:9]=[O:8]. The catalyst class is: 6. (4) Reactant: [C:1]1([NH:7][CH2:8][CH2:9][OH:10])[CH:6]=[CH:5][CH:4]=[CH:3][CH:2]=1.[CH2:11]=O. Product: [C:1]1([N:7]2[CH2:8][CH2:9][O:10][CH2:11]2)[CH:6]=[CH:5][CH:4]=[CH:3][CH:2]=1. The catalyst class is: 5. (5) Reactant: Br[C:2]1[CH:9]=[CH:8][C:7]([F:10])=[C:6]([F:11])[C:3]=1[CH:4]=[O:5].[CH2:12]([C:17]1[CH:22]=[CH:21][C:20](B(O)O)=[CH:19][CH:18]=1)[CH2:13][CH2:14][CH2:15][CH3:16]. Product: [F:11][C:6]1[C:7]([F:10])=[CH:8][CH:9]=[C:2]([C:20]2[CH:19]=[CH:18][C:17]([CH2:12][CH2:13][CH2:14][CH2:15][CH3:16])=[CH:22][CH:21]=2)[C:3]=1[CH:4]=[O:5]. The catalyst class is: 45.